This data is from Full USPTO retrosynthesis dataset with 1.9M reactions from patents (1976-2016). The task is: Predict the reactants needed to synthesize the given product. (1) Given the product [NH2:17][C:13]1[CH:12]=[C:11]([NH:18][C:2]2[C:3](=[O:10])[N:4]([CH3:9])[CH:5]=[C:6]([Br:8])[N:7]=2)[CH:16]=[CH:15][CH:14]=1, predict the reactants needed to synthesize it. The reactants are: Br[C:2]1[C:3](=[O:10])[N:4]([CH3:9])[CH:5]=[C:6]([Br:8])[N:7]=1.[C:11]1([NH2:18])[CH:16]=[CH:15][CH:14]=[C:13]([NH2:17])[CH:12]=1.C(N(CC)CC)C. (2) Given the product [OH:47][N:46]([CH3:45])[C:31]([N:13]1[CH2:14][CH2:15][CH:10]([N:9]([CH2:16][C:17]2[C:22]([CH3:23])=[CH:21][CH:20]=[CH:19][N:18]=2)[CH2:8][C:3]2[C:2]([CH3:1])=[CH:7][CH:6]=[CH:5][N:4]=2)[CH2:11][CH2:12]1)=[O:32], predict the reactants needed to synthesize it. The reactants are: [CH3:1][C:2]1[C:3]([CH2:8][N:9]([CH2:16][C:17]2[C:22]([CH3:23])=[CH:21][CH:20]=[CH:19][N:18]=2)[CH:10]2[CH2:15][CH2:14][NH:13][CH2:12][CH2:11]2)=[N:4][CH:5]=[CH:6][CH:7]=1.CCN(CC)CC.[C:31](Cl)(Cl)=[O:32].CCN(C(C)C)C(C)C.Cl.[CH3:45][NH:46][OH:47]. (3) Given the product [OH:19][C:17]1([C:11]#[C:10][Si:7]([CH3:9])([CH3:8])[CH3:6])[CH2:16][CH2:15][CH:14]([C:20]([O:22][CH3:23])=[O:21])[C:13]([CH3:24])([CH3:12])[CH2:18]1, predict the reactants needed to synthesize it. The reactants are: C([Li])CCC.[CH3:6][Si:7]([C:10]#[CH:11])([CH3:9])[CH3:8].[CH3:12][C:13]1([CH3:24])[CH2:18][C:17](=[O:19])[CH2:16][CH2:15][CH:14]1[C:20]([O:22][CH3:23])=[O:21].[C-]#[C-].[Li+].[Li+].[Cl-].[NH4+].